Dataset: Reaction yield outcomes from USPTO patents with 853,638 reactions. Task: Predict the reaction yield, written as a fraction of the theoretical maximum amount of product (1.0 means a 100% yield; for example, 0.34 means a 34% yield). (1) The reactants are C(OC([N:8]1[CH2:14][CH2:13][C:12]2([C:15]([OH:17])=[O:16])[CH:10]([CH2:11]2)[CH2:9]1)=O)(C)(C)C.[ClH:18].[CH3:19]O. The catalyst is O1CCOCC1. The product is [ClH:18].[CH:10]12[CH2:11][C:12]1([C:15]([O:17][CH3:19])=[O:16])[CH2:13][CH2:14][NH:8][CH2:9]2. The yield is 1.01. (2) The reactants are [C:1]([N:5]1[C:9]2[N:10]=[C:11]([NH2:15])[N:12]=[C:13](Cl)[C:8]=2[CH:7]=[CH:6]1)([CH3:4])([CH3:3])[CH3:2].N. The catalyst is CO.[Pd]. The product is [C:1]([N:5]1[C:9]2[N:10]=[C:11]([NH2:15])[N:12]=[CH:13][C:8]=2[CH:7]=[CH:6]1)([CH3:4])([CH3:2])[CH3:3]. The yield is 0.920. (3) The reactants are [CH:1]([CH:3]1[O:7]B(O)[C:5]2[CH:9]=[CH:10][CH:11]=[CH:12][C:4]1=2)=[CH2:2].Br[C:14]1[N:19]=[C:18]([NH:20][C:21]2[CH:25]=[C:24]([CH:26]3[CH2:28][CH2:27]3)[NH:23][N:22]=2)[C:17]([Cl:29])=[CH:16][N:15]=1.C([O-])([O-])=O.[Na+].[Na+]. The catalyst is O1CCOCC1.C1C=CC([P]([Pd]([P](C2C=CC=CC=2)(C2C=CC=CC=2)C2C=CC=CC=2)([P](C2C=CC=CC=2)(C2C=CC=CC=2)C2C=CC=CC=2)[P](C2C=CC=CC=2)(C2C=CC=CC=2)C2C=CC=CC=2)(C2C=CC=CC=2)C2C=CC=CC=2)=CC=1. The product is [Cl:29][C:17]1[C:18]([NH:20][C:21]2[CH:25]=[C:24]([CH:26]3[CH2:28][CH2:27]3)[NH:23][N:22]=2)=[N:19][C:14]([C:5]2[CH:9]=[CH:10][CH:11]=[CH:12][C:4]=2[CH:3]([OH:7])[CH:1]=[CH2:2])=[N:15][CH:16]=1. The yield is 0.470. (4) The reactants are [CH3:1][S:2]([N:5]1[CH2:9][C@H:8]([S:10][C:11]([C:24]2[CH:29]=[CH:28][CH:27]=[CH:26][CH:25]=2)([C:18]2[CH:23]=[CH:22][CH:21]=[CH:20][CH:19]=2)[C:12]2[CH:17]=[CH:16][CH:15]=[CH:14][CH:13]=2)[CH2:7][C@H:6]1[C:30](O)=[O:31])(=[O:4])=[O:3].C(Cl)(=O)C(Cl)=O.C[Si]([CH:43]=[N+:44]=[N-:45])(C)C. The catalyst is C(Cl)Cl.CN(C=O)C.CCCCCC. The product is [N+:44](=[CH:43][C:30]([C@@H:6]1[CH2:7][C@@H:8]([S:10][C:11]([C:12]2[CH:13]=[CH:14][CH:15]=[CH:16][CH:17]=2)([C:24]2[CH:25]=[CH:26][CH:27]=[CH:28][CH:29]=2)[C:18]2[CH:23]=[CH:22][CH:21]=[CH:20][CH:19]=2)[CH2:9][N:5]1[S:2]([CH3:1])(=[O:3])=[O:4])=[O:31])=[N-:45]. The yield is 0.480. (5) The reactants are [CH3:1][O:2][C:3]1[CH:51]=[CH:50][CH:49]=[CH:48][C:4]=1[CH2:5][N:6]1[CH:10]=[CH:9][C:8]([C:11]2[C:19]3[C:18]([NH:20][C@H:21]([C:23]4[N:28]([C:29]5[CH:34]=[CH:33][CH:32]=[CH:31][CH:30]=5)[C:27](=[O:35])[C:26]5=[C:36]([CH3:39])[CH:37]=[CH:38][N:25]5[N:24]=4)[CH3:22])=[N:17][CH:16]=[N:15][C:14]=3[N:13](COCC[Si](C)(C)C)[CH:12]=2)=[N:7]1.FC(F)(F)C(O)=O.N. No catalyst specified. The product is [CH3:1][O:2][C:3]1[CH:51]=[CH:50][CH:49]=[CH:48][C:4]=1[CH2:5][N:6]1[CH:10]=[CH:9][C:8]([C:11]2[C:19]3[C:18]([NH:20][C@H:21]([C:23]4[N:28]([C:29]5[CH:34]=[CH:33][CH:32]=[CH:31][CH:30]=5)[C:27](=[O:35])[C:26]5=[C:36]([CH3:39])[CH:37]=[CH:38][N:25]5[N:24]=4)[CH3:22])=[N:17][CH:16]=[N:15][C:14]=3[NH:13][CH:12]=2)=[N:7]1. The yield is 0.870. (6) The reactants are [F:1][C:2]1[CH:7]=[C:6]([C:8]2[CH:13]=[CH:12][CH:11]=[CH:10][N:9]=2)[CH:5]=[CH:4][C:3]=1[C:14]1[O:15][C:16]2[C:22]([C:23](OC)=[O:24])=[CH:21][CH:20]=[CH:19][C:17]=2[N:18]=1.[NH3:27]. The catalyst is CO. The product is [F:1][C:2]1[CH:7]=[C:6]([C:8]2[CH:13]=[CH:12][CH:11]=[CH:10][N:9]=2)[CH:5]=[CH:4][C:3]=1[C:14]1[O:15][C:16]2[C:22]([C:23]([NH2:27])=[O:24])=[CH:21][CH:20]=[CH:19][C:17]=2[N:18]=1. The yield is 0.840.